Dataset: Reaction yield outcomes from USPTO patents with 853,638 reactions. Task: Predict the reaction yield, written as a fraction of the theoretical maximum amount of product (1.0 means a 100% yield; for example, 0.34 means a 34% yield). (1) The reactants are [NH2:1][C:2]([C:4]1[CH:5]=[N:6][C:7]2[C:12]([C:13]=1[NH:14][C:15]1[CH:16]=[C:17]([CH:23]=[CH:24][CH:25]=1)[C:18]([O:20]CC)=[O:19])=[CH:11][CH:10]=[C:9](Cl)[CH:8]=2)=[O:3].[C:27]1(B(O)O)[CH:32]=[CH:31][CH:30]=[CH:29][CH:28]=1.C(=O)([O-])[O-].[K+].[K+].[OH-].[Na+]. The catalyst is O1CCOCC1.O.CC(C)([P](C(C)(C)C)([Pd][P](C(C)(C)C)(C(C)(C)C)C(C)(C)C)C(C)(C)C)C.C(O)C. The product is [NH2:1][C:2]([C:4]1[CH:5]=[N:6][C:7]2[C:12]([C:13]=1[NH:14][C:15]1[CH:16]=[C:17]([CH:23]=[CH:24][CH:25]=1)[C:18]([OH:20])=[O:19])=[CH:11][CH:10]=[C:9]([C:27]1[CH:32]=[CH:31][CH:30]=[CH:29][CH:28]=1)[CH:8]=2)=[O:3]. The yield is 0.750. (2) The reactants are [C:1]([O:5][C:6]([NH:8][CH2:9][CH2:10][CH2:11][O:12][C:13]1[CH:21]=[CH:20][C:19]([C:22]2[N:23]([C:33]([O:35][C:36]([CH3:39])([CH3:38])[CH3:37])=[O:34])[C:24]3[C:29]([CH:30]=2)=[CH:28][C:27]([CH:31]=O)=[CH:26][CH:25]=3)=[C:18]2[C:14]=1[CH2:15][NH:16][C:17]2=[O:40])=[O:7])([CH3:4])([CH3:3])[CH3:2].[OH:41][CH:42]1[CH2:47][CH2:46][CH2:45][NH:44][CH2:43]1.C(O)(=O)C.C(O[BH-](OC(=O)C)OC(=O)C)(=O)C.[Na+].Cl. The catalyst is C(#N)C. The product is [C:1]([O:5][C:6]([NH:8][CH2:9][CH2:10][CH2:11][O:12][C:13]1[CH:21]=[CH:20][C:19]([C:22]2[N:23]([C:33]([O:35][C:36]([CH3:39])([CH3:38])[CH3:37])=[O:34])[C:24]3[C:29]([CH:30]=2)=[CH:28][C:27]([CH2:31][N:44]2[CH2:45][CH2:46][CH2:47][CH:42]([OH:41])[CH2:43]2)=[CH:26][CH:25]=3)=[C:18]2[C:14]=1[CH2:15][NH:16][C:17]2=[O:40])=[O:7])([CH3:4])([CH3:3])[CH3:2]. The yield is 0.340. (3) The reactants are [C:1]([O:5][C:6]([N:8]1[CH2:13][CH2:12][NH:11][C:10](C)([C:14]([OH:16])=[O:15])[CH2:9]1)=[O:7])([CH3:4])([CH3:3])[CH3:2].Br[C:19]1[CH:24]=[CH:23][C:22]([C:25]([F:28])([F:27])[F:26])=[CH:21][N:20]=1.[Cl-].[CH2:30](C1C=CC=C(CCC)C=1[N+]1C=CN(C2C(CCC)=CC=CC=2CCC)C=1)CC.CC(C)([O-])C.[Na+]. The catalyst is C1(C)C=CC=CC=1. The product is [CH3:30][O:16][C:14]([CH:10]1[N:11]([C:19]2[CH:24]=[CH:23][C:22]([C:25]([F:28])([F:27])[F:26])=[CH:21][N:20]=2)[CH2:12][CH2:13][N:8]([C:6]([O:5][C:1]([CH3:2])([CH3:3])[CH3:4])=[O:7])[CH2:9]1)=[O:15]. The yield is 0.580. (4) The reactants are [NH2:1][C:2]1[C:3]([F:21])=[CH:4][C:5]([O:15][CH2:16][C:17]([OH:20])([CH3:19])[CH3:18])=[C:6]([N:8]2[C:12](=[O:13])[N:11]([CH3:14])[N:10]=[N:9]2)[CH:7]=1.Cl[C:23]1[N:28]=[C:27]([NH:29][C@@H:30]2[CH2:38][C@H:37]3[N:33]([CH2:34][CH2:35][CH2:36]3)[C:32]([CH3:40])([CH3:39])[CH2:31]2)[C:26]([C:41]#[N:42])=[CH:25][N:24]=1.C1(S(O)(=O)=O)C=CC=CC=1. The catalyst is CC(O)C. The product is [CH3:39][C:32]1([CH3:40])[CH2:31][C@H:30]([NH:29][C:27]2[C:26]([C:41]#[N:42])=[CH:25][N:24]=[C:23]([NH:1][C:2]3[CH:7]=[C:6]([N:8]4[C:12](=[O:13])[N:11]([CH3:14])[N:10]=[N:9]4)[C:5]([O:15][CH2:16][C:17]([OH:20])([CH3:19])[CH3:18])=[CH:4][C:3]=3[F:21])[N:28]=2)[CH2:38][C@H:37]2[N:33]1[CH2:34][CH2:35][CH2:36]2. The yield is 0.800. (5) The reactants are [C:1]1([C:7]2[CH:8]=[C:9]([CH:12]=[O:13])[S:10][CH:11]=2)[CH:6]=[CH:5][CH:4]=[CH:3][CH:2]=1.S(=O)(=O)([OH:16])N.Cl([O-])=O.[Na+]. The catalyst is CC(C)=O.O.O. The product is [C:1]1([C:7]2[CH:8]=[C:9]([C:12]([OH:16])=[O:13])[S:10][CH:11]=2)[CH:2]=[CH:3][CH:4]=[CH:5][CH:6]=1. The yield is 0.625. (6) The reactants are [Cl:1][C:2]1[N:3]=[N:4][C:5](Cl)=[CH:6][C:7]=1[C:8]1[CH:13]=[CH:12][CH:11]=[CH:10][CH:9]=1.[C:15]([N:22]1[CH2:27][CH2:26][NH:25][CH2:24][CH2:23]1)([O:17][C:18]([CH3:21])([CH3:20])[CH3:19])=[O:16].C(N(C(C)C)CC)(C)C. The catalyst is C(#N)C. The product is [C:18]([O:17][C:15]([N:22]1[CH2:27][CH2:26][N:25]([C:5]2[N:4]=[N:3][C:2]([Cl:1])=[C:7]([C:8]3[CH:13]=[CH:12][CH:11]=[CH:10][CH:9]=3)[CH:6]=2)[CH2:24][CH2:23]1)=[O:16])([CH3:21])([CH3:19])[CH3:20]. The yield is 0.200.